Dataset: Reaction yield outcomes from USPTO patents with 853,638 reactions. Task: Predict the reaction yield, written as a fraction of the theoretical maximum amount of product (1.0 means a 100% yield; for example, 0.34 means a 34% yield). (1) The reactants are [CH3:1][C:2]1[N:6]=[C:5]([CH:7]2[CH2:12][CH2:11][CH2:10][N:9](C(OC(C)(C)C)=O)[CH2:8]2)[O:4][N:3]=1.Cl.C(O)C.CC(OC)(C)C. The catalyst is ClCCl. The product is [CH3:1][C:2]1[N:6]=[C:5]([CH:7]2[CH2:12][CH2:11][CH2:10][NH:9][CH2:8]2)[O:4][N:3]=1. The yield is 0.940. (2) The reactants are [CH:1]([O:4][C:5]1([C:8]2[CH:13]=[CH:12][C:11]([C:14]#[C:15][C:16]3[CH:26]=[CH:25][C:19]([C:20]([O:22][CH2:23][CH3:24])=[O:21])=[CH:18][CH:17]=3)=[CH:10][CH:9]=2)[CH2:7][CH2:6]1)([CH3:3])C.C(OC(=O)[C:31]1[CH:36]=[CH:35]C(I)=[CH:33][CH:32]=1)C. The catalyst is C(N(CC)CC)C.[Cu]I.Cl[Pd](Cl)([P](C1C=CC=CC=1)(C1C=CC=CC=1)C1C=CC=CC=1)[P](C1C=CC=CC=1)(C1C=CC=CC=1)C1C=CC=CC=1. The product is [CH2:1]([O:4][C:5]1([C:8]2[CH:9]=[CH:10][C:11]([C:14]#[C:15][C:16]3[CH:26]=[CH:25][C:19]([C:20]([O:22][CH2:23][CH3:24])=[O:21])=[CH:18][CH:17]=3)=[CH:12][CH:13]=2)[CH2:7][CH2:6]1)[C:3]1[CH:35]=[CH:36][CH:31]=[CH:32][CH:33]=1. The yield is 0.910.